Dataset: NCI-60 drug combinations with 297,098 pairs across 59 cell lines. Task: Regression. Given two drug SMILES strings and cell line genomic features, predict the synergy score measuring deviation from expected non-interaction effect. (1) Drug 1: CC1=C2C(C(=O)C3(C(CC4C(C3C(C(C2(C)C)(CC1OC(=O)C(C(C5=CC=CC=C5)NC(=O)C6=CC=CC=C6)O)O)OC(=O)C7=CC=CC=C7)(CO4)OC(=O)C)O)C)OC(=O)C. Drug 2: COCCOC1=C(C=C2C(=C1)C(=NC=N2)NC3=CC=CC(=C3)C#C)OCCOC.Cl. Cell line: SF-268. Synergy scores: CSS=40.6, Synergy_ZIP=1.03, Synergy_Bliss=0.923, Synergy_Loewe=-23.3, Synergy_HSA=1.19. (2) Synergy scores: CSS=14.2, Synergy_ZIP=2.03, Synergy_Bliss=2.22, Synergy_Loewe=-26.3, Synergy_HSA=2.26. Cell line: PC-3. Drug 1: CCC1(CC2CC(C3=C(CCN(C2)C1)C4=CC=CC=C4N3)(C5=C(C=C6C(=C5)C78CCN9C7C(C=CC9)(C(C(C8N6C)(C(=O)OC)O)OC(=O)C)CC)OC)C(=O)OC)O.OS(=O)(=O)O. Drug 2: CC=C1C(=O)NC(C(=O)OC2CC(=O)NC(C(=O)NC(CSSCCC=C2)C(=O)N1)C(C)C)C(C)C. (3) Drug 1: C1=CN(C=N1)CC(O)(P(=O)(O)O)P(=O)(O)O. Drug 2: CC1=C(C(=O)C2=C(C1=O)N3CC4C(C3(C2COC(=O)N)OC)N4)N. Cell line: TK-10. Synergy scores: CSS=5.68, Synergy_ZIP=-2.04, Synergy_Bliss=-0.829, Synergy_Loewe=-4.64, Synergy_HSA=0.0535. (4) Drug 1: CC12CCC3C(C1CCC2=O)CC(=C)C4=CC(=O)C=CC34C. Drug 2: CC(CN1CC(=O)NC(=O)C1)N2CC(=O)NC(=O)C2. Cell line: MDA-MB-435. Synergy scores: CSS=20.7, Synergy_ZIP=-1.87, Synergy_Bliss=-2.28, Synergy_Loewe=-21.7, Synergy_HSA=-2.21.